Task: Predict which catalyst facilitates the given reaction.. Dataset: Catalyst prediction with 721,799 reactions and 888 catalyst types from USPTO Reactant: [F:1][C:2]1[CH:3]=[N:4][C:5]([NH:11][CH2:12][CH2:13][C:14]([F:17])([F:16])[F:15])=[C:6]([CH:10]=1)[C:7]([OH:9])=O.Cl.CN(C)CCCN=C=NCC.ON1C2C=CC=CC=2N=N1.C(N(CC)C(C)C)(C)C.CCN(C(C)C)C(C)C.[CH3:58][C:59]([NH2:63])([C:61]#[CH:62])[CH3:60]. Product: [F:1][C:2]1[CH:3]=[N:4][C:5]([NH:11][CH2:12][CH2:13][C:14]([F:17])([F:16])[F:15])=[C:6]([CH:10]=1)[C:7]([NH:63][C:59]([CH3:60])([C:61]#[CH:62])[CH3:58])=[O:9]. The catalyst class is: 4.